From a dataset of NCI-60 drug combinations with 297,098 pairs across 59 cell lines. Regression. Given two drug SMILES strings and cell line genomic features, predict the synergy score measuring deviation from expected non-interaction effect. Drug 1: CCC(=C(C1=CC=CC=C1)C2=CC=C(C=C2)OCCN(C)C)C3=CC=CC=C3.C(C(=O)O)C(CC(=O)O)(C(=O)O)O. Drug 2: CC12CCC3C(C1CCC2OP(=O)(O)O)CCC4=C3C=CC(=C4)OC(=O)N(CCCl)CCCl.[Na+]. Cell line: LOX IMVI. Synergy scores: CSS=4.45, Synergy_ZIP=5.26, Synergy_Bliss=5.57, Synergy_Loewe=-0.210, Synergy_HSA=1.77.